From a dataset of B-cell epitopes from IEDB database with 3,159 antigens for binding position prediction. Token-level Classification. Given an antigen amino acid sequence, predict which amino acid positions are active epitope sites capable of antibody binding. Output is a list of indices for active positions. Given the antigen sequence: MELSYRLFICLLLWGSTELCYPQPLWLLQGGASHPETSVQPVLVECQEATLMVMVSKDLFGTGKLIRAADLTLGPEACEPLVSMDTEDVVRFEVGLHECGNSMQVTDDALVYSTFLLHDPRPVGNLSIVRTNRAEIPIECRYPRQGNVSSQAILPTWLPFRTTVFSEEKLTFSLRLMEENWNAEKRSPTFHLGDAAHLQAEIHTGSHVPLRLFVDHCVATPTPDQNASPYHTIVDFHGCLVDGLTDASSAFKVPRPGPDTLQFTVDVFHFANDSRNMIYITCHLKVTLAEQDPDELNKACSFSKPSNSWFPVEGPADICQCCNKGDCGTPSHSRRQPHVMSQWSTSASRNRRHVTEEADVTVGATDLPGQEW, which amino acid positions are active epitope sites? The epitope positions are: [335, 336, 337, 338, 339, 340]. The amino acids at these positions are: QPHVMS.